This data is from Reaction yield outcomes from USPTO patents with 853,638 reactions. The task is: Predict the reaction yield, written as a fraction of the theoretical maximum amount of product (1.0 means a 100% yield; for example, 0.34 means a 34% yield). (1) The reactants are [N:1]1([C:9]([O:11][C:12]([CH3:15])([CH3:14])[CH3:13])=[O:10])[CH2:5][CH2:4][C@H:3]2[CH2:6][NH:7][CH2:8][C@@H:2]12.[Br:16][C:17]1[CH:18]=[N:19][CH:20]=[C:21](Br)[CH:22]=1.CC(C)([O-])C.[Na+].C(OCC)C. The catalyst is C1(C)C=CC=CC=1.C1C=CC(/C=C/C(/C=C/C2C=CC=CC=2)=O)=CC=1.C1C=CC(/C=C/C(/C=C/C2C=CC=CC=2)=O)=CC=1.C1C=CC(/C=C/C(/C=C/C2C=CC=CC=2)=O)=CC=1.[Pd].[Pd].C1(P(C2C=CC=CC=2)C2C=CC3C(=CC=CC=3)C=2C2C3C(=CC=CC=3)C=CC=2P(C2C=CC=CC=2)C2C=CC=CC=2)C=CC=CC=1. The product is [Br:16][C:17]1[CH:22]=[C:21]([N:7]2[CH2:6][C@H:3]3[C@H:2]([N:1]([C:9]([O:11][C:12]([CH3:15])([CH3:14])[CH3:13])=[O:10])[CH2:5][CH2:4]3)[CH2:8]2)[CH:20]=[N:19][CH:18]=1. The yield is 0.470. (2) The yield is 0.440. The reactants are [OH:1][C:2]1[CH:3]=[CH:4][C:5]([NH:8][C:9]([C:11]2[C:12](=[O:24])[N:13]([C:18]3[CH:23]=[CH:22][CH:21]=[CH:20][CH:19]=3)[N:14]([CH3:17])[C:15]=2[CH3:16])=[O:10])=[N:6][CH:7]=1.CC(C)([O-])C.[K+].Cl[C:32]1[CH:37]=[CH:36][N:35]=[C:34]([C:38]([NH2:40])=[O:39])[CH:33]=1. The catalyst is CN(C=O)C.O. The product is [CH3:17][N:14]1[C:15]([CH3:16])=[C:11]([C:9]([NH:8][C:5]2[N:6]=[CH:7][C:2]([O:1][C:32]3[CH:37]=[CH:36][N:35]=[C:34]([C:38]([NH2:40])=[O:39])[CH:33]=3)=[CH:3][CH:4]=2)=[O:10])[C:12](=[O:24])[N:13]1[C:18]1[CH:19]=[CH:20][CH:21]=[CH:22][CH:23]=1. (3) The product is [NH2:6][C:5]1[C:7]([C:8]([NH:10][CH2:11][C:12]2[CH:17]=[CH:16][CH:15]=[C:14]([C:18]([F:20])([F:19])[F:21])[CH:13]=2)=[O:9])=[CH:29][C:28]2[C:23](=[N:24][CH:25]=[CH:26][CH:27]=2)[N:22]=1. The catalyst is CCO. The yield is 0.570. The reactants are CC[O-].[Na+].[C:5]([CH2:7][C:8]([NH:10][CH2:11][C:12]1[CH:17]=[CH:16][CH:15]=[C:14]([C:18]([F:21])([F:20])[F:19])[CH:13]=1)=[O:9])#[N:6].[NH2:22][C:23]1[C:28]([CH:29]=O)=[CH:27][CH:26]=[CH:25][N:24]=1. (4) The reactants are [F:1][C:2]([F:14])([F:13])[C:3]([NH:5][NH:6][C:7]1[CH:12]=[N:11][CH:10]=[CH:9][N:8]=1)=O.[NH4+].[OH-]. The catalyst is O. The product is [F:1][C:2]([F:14])([F:13])[C:3]1[N:8]2[CH:9]=[CH:10][N:11]=[CH:12][C:7]2=[N:6][N:5]=1. The yield is 0.320. (5) The reactants are [Br:1][C:2]1[C:3]([F:12])=[C:4]2[C:10]([NH2:11])=[CH:9][NH:8][C:5]2=[N:6][CH:7]=1.[Cl:13][C:14]1[CH:15]=[CH:16][C:17]([C:20](O)=[O:21])=[N:18][CH:19]=1.C1N(P(Cl)(N2C(=O)OCC2)=O)C(=O)OC1.[Li+].[OH-]. The catalyst is C(Cl)Cl.O. The product is [Br:1][C:2]1[C:3]([F:12])=[C:4]2[C:10]([NH:11][C:20](=[O:21])[C:17]3[CH:16]=[CH:15][C:14]([Cl:13])=[CH:19][N:18]=3)=[CH:9][NH:8][C:5]2=[N:6][CH:7]=1. The yield is 0.730. (6) The reactants are [C:1]1([S:7]([N:10]2[C:14]3=[N:15][CH:16]=[CH:17][CH:18]=[C:13]3[CH:12]=[C:11]2[C:19]([C:27]2[CH:32]=[CH:31][C:30](Br)=[CH:29][N:28]=2)([OH:26])[CH2:20][CH:21]2[CH2:25][CH2:24][CH2:23][CH2:22]2)(=[O:9])=[O:8])[CH:6]=[CH:5][CH:4]=[CH:3][CH:2]=1.[CH3:34][S:35]([O-:37])=[O:36].[Na+].[OH-].[Na+].O. The catalyst is CS(C)=O.[Cu]I. The product is [C:1]1([S:7]([N:10]2[C:14]3=[N:15][CH:16]=[CH:17][CH:18]=[C:13]3[CH:12]=[C:11]2[C:19]([C:27]2[CH:32]=[CH:31][C:30]([S:35]([CH3:34])(=[O:37])=[O:36])=[CH:29][N:28]=2)([OH:26])[CH2:20][CH:21]2[CH2:25][CH2:24][CH2:23][CH2:22]2)(=[O:9])=[O:8])[CH:6]=[CH:5][CH:4]=[CH:3][CH:2]=1. The yield is 0.430. (7) The reactants are [CH3:1][O:2][C:3](=[O:12])[CH2:4][C:5]1[CH:10]=[CH:9][C:8](Br)=[CH:7][CH:6]=1.C1(P(C2CCCCC2)C2C=CC=CC=2C2C(OC)=CC=CC=2OC)CCCCC1.P([O-])([O-])([O-])=O.[K+].[K+].[K+].[CH2:50]([C:52]([C:74]1[CH:79]=[CH:78][C:77](B2OC(C)(C)C(C)(C)O2)=[C:76]([CH3:89])[CH:75]=1)([C:55]1[CH:60]=[CH:59][C:58]([C:61]#[C:62][C:63]2([O:68][Si:69]([CH3:72])([CH3:71])[CH3:70])[CH2:67][CH2:66][CH2:65][CH2:64]2)=[C:57]([CH3:73])[CH:56]=1)[CH2:53][CH3:54])[CH3:51].C(=O)(O)[O-].[Na+]. The catalyst is C1(C)C=CC=CC=1.C([O-])(=O)C.[Pd+2].C([O-])(=O)C.O. The product is [CH3:1][O:2][C:3](=[O:12])[CH2:4][C:5]1[CH:10]=[CH:9][C:8]([C:77]2[CH:78]=[CH:79][C:74]([C:52]([CH2:53][CH3:54])([C:55]3[CH:60]=[CH:59][C:58]([C:61]#[C:62][C:63]4([O:68][Si:69]([CH3:71])([CH3:72])[CH3:70])[CH2:67][CH2:66][CH2:65][CH2:64]4)=[C:57]([CH3:73])[CH:56]=3)[CH2:50][CH3:51])=[CH:75][C:76]=2[CH3:89])=[CH:7][CH:6]=1. The yield is 0.640.